From a dataset of Full USPTO retrosynthesis dataset with 1.9M reactions from patents (1976-2016). Predict the reactants needed to synthesize the given product. (1) Given the product [NH2:1][C:2]([C:4]1[CH:5]=[N:6][C:7]2[C:12]([C:13]=1[NH:14][C:15]1[CH:16]=[C:17]([C:25]([O:27][CH3:28])=[O:26])[CH:18]=[C:19]([C:21]([O:23][CH3:24])=[O:22])[CH:20]=1)=[CH:11][CH:10]=[C:9]([C:35]1[C:31]([CH3:30])=[N:32][NH:33][C:34]=1[CH3:39])[CH:8]=2)=[O:3], predict the reactants needed to synthesize it. The reactants are: [NH2:1][C:2]([C:4]1[CH:5]=[N:6][C:7]2[C:12]([C:13]=1[NH:14][C:15]1[CH:16]=[C:17]([C:25]([O:27][CH3:28])=[O:26])[CH:18]=[C:19]([C:21]([O:23][CH3:24])=[O:22])[CH:20]=1)=[CH:11][CH:10]=[C:9](Br)[CH:8]=2)=[O:3].[CH3:30][C:31]1[C:35](B(O)O)=[C:34]([CH3:39])[NH:33][N:32]=1.C(=O)([O-])[O-].[K+].[K+]. (2) Given the product [OH:30][CH2:29][CH2:28][NH:27][C:16]([C@@H:9]1[CH2:10][C:11](=[N:13][O:14][CH3:15])[CH2:12][N:8]1[C:6]([NH:19][CH2:22][CH2:23][CH2:24][CH2:25][CH3:26])=[O:7])=[O:18], predict the reactants needed to synthesize it. The reactants are: C(O[C:6]([N:8]1[CH2:12][C:11](=[N:13][O:14][CH3:15])[CH2:10][C@H:9]1[C:16]([OH:18])=O)=[O:7])(C)(C)C.[N:19]([CH2:22][CH2:23][CH2:24][CH2:25][CH3:26])=C=O.[NH2:27][CH2:28][CH2:29][OH:30]. (3) Given the product [Cl:8][C:6]1[N:5]=[CH:4][N:3]=[C:2]([NH:15][C:14]2[CH:16]=[CH:17][C:18]([N:19]3[CH2:20][CH2:21][N:22]([CH:25]4[CH2:28][O:27][CH2:26]4)[CH2:23][CH2:24]3)=[C:12]([O:11][CH:10]([F:9])[F:29])[CH:13]=2)[N:7]=1, predict the reactants needed to synthesize it. The reactants are: Cl[C:2]1[N:7]=[C:6]([Cl:8])[N:5]=[CH:4][N:3]=1.[F:9][CH:10]([F:29])[O:11][C:12]1[CH:13]=[C:14]([CH:16]=[CH:17][C:18]=1[N:19]1[CH2:24][CH2:23][N:22]([CH:25]2[CH2:28][O:27][CH2:26]2)[CH2:21][CH2:20]1)[NH2:15].C(N(CC)C(C)C)(C)C. (4) Given the product [CH2:1]([C:5]1[N:6]=[C:7]([CH3:27])[N:8]([CH2:35][C:36]2[CH:41]=[CH:40][C:39]([F:42])=[CH:38][C:37]=2[F:43])[C:9](=[O:26])[C:10]=1[CH2:11][C:12]1[CH:17]=[CH:16][C:15]([C:18]2[C:19]([C:24]#[N:25])=[CH:20][CH:21]=[CH:22][CH:23]=2)=[CH:14][CH:13]=1)[CH2:2][CH2:3][CH3:4], predict the reactants needed to synthesize it. The reactants are: [CH2:1]([C:5]1[N:6]=[C:7]([CH3:27])[NH:8][C:9](=[O:26])[C:10]=1[CH2:11][C:12]1[CH:17]=[CH:16][C:15]([C:18]2[C:19]([C:24]#[N:25])=[CH:20][CH:21]=[CH:22][CH:23]=2)=[CH:14][CH:13]=1)[CH2:2][CH2:3][CH3:4].C(=O)([O-])[O-].[K+].[K+].Br[CH2:35][C:36]1[CH:41]=[CH:40][C:39]([F:42])=[CH:38][C:37]=1[F:43].CN(C)C=O. (5) Given the product [Cl:1][C:2]1[CH:3]=[C:4]([NH:16][C:17]2[C:26]3[C:21](=[CH:22][CH:23]=[CH:24][C:25]=3[O:27][C@@H:28]([CH3:33])[C:29]([N:37]3[CH2:38][CH2:39][CH2:40][C@H:36]3[CH2:35][OH:34])=[O:30])[N:20]=[CH:19][N:18]=2)[CH:5]=[CH:6][C:7]=1[O:8][CH2:9][C:10]1[CH:15]=[CH:14][CH:13]=[CH:12][N:11]=1, predict the reactants needed to synthesize it. The reactants are: [Cl:1][C:2]1[CH:3]=[C:4]([NH:16][C:17]2[C:26]3[C:21](=[CH:22][CH:23]=[CH:24][C:25]=3[O:27][C@@H:28]([CH3:33])[C:29](OC)=[O:30])[N:20]=[CH:19][N:18]=2)[CH:5]=[CH:6][C:7]=1[O:8][CH2:9][C:10]1[CH:15]=[CH:14][CH:13]=[CH:12][N:11]=1.[OH:34][CH2:35][C@@H:36]1[CH2:40][CH2:39][CH2:38][NH:37]1. (6) Given the product [Cl:35][C:32]1[CH:33]=[CH:34][C:29]([C:26]2[O:25][C:24]([C@H:22]([NH:21][C:16]3[N:15]=[C:14]([N:9]4[C@@H:8]([C@H:6]([OH:5])[CH3:7])[CH2:12][O:11][C:10]4=[O:13])[C:19]([F:20])=[CH:18][N:17]=3)[CH3:23])=[N:28][CH:27]=2)=[CH:30][CH:31]=1.[Cl:35][C:32]1[CH:33]=[CH:34][C:29]([C:26]2[O:25][C:24]([C@@H:22]([NH:21][C:16]3[N:15]=[C:14]([N:9]4[C@@H:8]([C@H:6]([OH:5])[CH3:7])[CH2:12][O:11][C:10]4=[O:13])[C:19]([F:20])=[CH:18][N:17]=3)[CH3:23])=[N:28][CH:27]=2)=[CH:30][CH:31]=1, predict the reactants needed to synthesize it. The reactants are: C([O:5][C@@H:6]([C@H:8]1[CH2:12][O:11][C:10](=[O:13])[N:9]1[C:14]1[C:19]([F:20])=[CH:18][N:17]=[C:16]([NH:21][CH:22]([C:24]2[O:25][C:26]([C:29]3[CH:34]=[CH:33][C:32]([Cl:35])=[CH:31][CH:30]=3)=[CH:27][N:28]=2)[CH3:23])[N:15]=1)[CH3:7])(C)(C)C.C(O)(C(F)(F)F)=O.O. (7) Given the product [CH2:1]([C@H:8]1[CH2:12][O:11][C:10](=[O:13])[N:9]1[C:14]([C@@H:16]1[CH2:20][C:19](=[O:33])[CH2:18][C@H:17]1[C:22]1[CH:23]=[CH:24][C:25]([Cl:28])=[CH:26][CH:27]=1)=[O:15])[C:2]1[CH:7]=[CH:6][CH:5]=[CH:4][CH:3]=1, predict the reactants needed to synthesize it. The reactants are: [CH2:1]([C@H:8]1[CH2:12][O:11][C:10](=[O:13])[N:9]1[C:14]([C@@H:16]1[CH2:20][C:19](=C)[CH2:18][C@H:17]1[C:22]1[CH:27]=[CH:26][C:25]([Cl:28])=[CH:24][CH:23]=1)=[O:15])[C:2]1[CH:7]=[CH:6][CH:5]=[CH:4][CH:3]=1.C[N+]1([O-])CC[O:33]CC1.I([O-])(=O)(=O)=O.[Na+].O1CCCC1. (8) Given the product [CH:32]1([C:9]2[C:8]3[C:12](=[CH:13][C:5]([C:3]([OH:4])=[O:2])=[CH:6][CH:7]=3)[N:11]([CH2:14][C:15]([N:17]3[CH2:18][CH2:19][O:20][CH2:21][CH2:22]3)=[O:16])[C:10]=2[C:23]2[CH:24]=[C:25]3[C:26](=[CH:27][CH:28]=2)[N:29]=[C:44]([C:43]2[CH:42]=[C:41]([CH3:47])[O:40][C:39]=2[CH3:38])[CH:45]=[CH:30]3)[CH2:37][CH2:36][CH2:35][CH2:34][CH2:33]1, predict the reactants needed to synthesize it. The reactants are: C[O:2][C:3]([C:5]1[CH:13]=[C:12]2[C:8]([C:9]([CH:32]3[CH2:37][CH2:36][CH2:35][CH2:34][CH2:33]3)=[C:10]([C:23]3[CH:28]=[CH:27][C:26]([NH2:29])=[C:25]([CH:30]=O)[CH:24]=3)[N:11]2[CH2:14][C:15]([N:17]2[CH2:22][CH2:21][O:20][CH2:19][CH2:18]2)=[O:16])=[CH:7][CH:6]=1)=[O:4].[CH3:38][C:39]1[O:40][C:41]([CH3:47])=[CH:42][C:43]=1[C:44](=O)[CH3:45].